From a dataset of Reaction yield outcomes from USPTO patents with 853,638 reactions. Predict the reaction yield, written as a fraction of the theoretical maximum amount of product (1.0 means a 100% yield; for example, 0.34 means a 34% yield). (1) The reactants are [CH3:1][C:2]1[CH:7]=[CH:6][C:5]([SH:8])=[CH:4][CH:3]=1.[H-].[Na+].[CH2:11]([O:13][C:14](=[O:17])[CH2:15]Br)[CH3:12]. The catalyst is C1COCC1. The product is [CH2:11]([O:13][C:14](=[O:17])[CH2:15][S:8][C:5]1[CH:6]=[CH:7][C:2]([CH3:1])=[CH:3][CH:4]=1)[CH3:12]. The yield is 0.990. (2) The reactants are [C:1]([CH2:4][N:5]([CH2:13][C:14]([OH:16])=O)[C:6]1[CH:11]=[CH:10][C:9]([F:12])=[CH:8][CH:7]=1)(O)=[O:2].C([N:19](CC)CC)C.FC(F)(F)C(N)=O.Cl.CN(C)CCCN=C=NCC. The catalyst is C(Cl)Cl. The product is [F:12][C:9]1[CH:10]=[CH:11][C:6]([N:5]2[CH2:4][C:1](=[O:2])[NH:19][C:14](=[O:16])[CH2:13]2)=[CH:7][CH:8]=1. The yield is 0.380. (3) The reactants are [I:1][C:2]1[CH:10]=[C:9]([O:11][CH3:12])[C:5]([C:6]([OH:8])=[O:7])=[C:4]([O:13][CH3:14])[CH:3]=1.CN(C)C=O.[C:20](Cl)(=O)[C:21](Cl)=O.C(N(CC)CC)C. The catalyst is C(Cl)Cl.C(O)C. The product is [CH2:20]([O:7][C:6]([C:5]1[C:4]([O:13][CH3:14])=[CH:3][C:2]([I:1])=[CH:10][C:9]=1[O:11][CH3:12])=[O:8])[CH3:21]. The yield is 0.970. (4) The reactants are [F:1][C:2]1[CH:7]=[CH:6][C:5]([C:8]2[C:12]3[C:13](=[O:17])[NH:14][CH2:15][CH2:16][C:11]=3[NH:10][C:9]=2[CH:18]=O)=[CH:4][CH:3]=1.[OH:20][CH2:21][C:22]([NH:24][C:25]1[CH:26]=[C:27]2[C:31](=[CH:32][CH:33]=1)[NH:30][C:29](=[O:34])[CH2:28]2)=[O:23]. No catalyst specified. The product is [F:1][C:2]1[CH:3]=[CH:4][C:5]([C:8]2[C:12]3[C:13](=[O:17])[NH:14][CH2:15][CH2:16][C:11]=3[NH:10][C:9]=2[CH:18]=[C:28]2[C:27]3[C:31](=[CH:32][CH:33]=[C:25]([NH:24][C:22](=[O:23])[CH2:21][OH:20])[CH:26]=3)[NH:30][C:29]2=[O:34])=[CH:6][CH:7]=1. The yield is 0.470. (5) The reactants are [F:1][C:2]1[CH:10]=[C:9]([N+:11]([O-:13])=[O:12])[C:8]([O:14][CH3:15])=[CH:7][C:3]=1[C:4](O)=[O:5].[BH4-].[Na+].B(F)(F)F. The catalyst is C1COCC1. The product is [F:1][C:2]1[CH:10]=[C:9]([N+:11]([O-:13])=[O:12])[C:8]([O:14][CH3:15])=[CH:7][C:3]=1[CH2:4][OH:5]. The yield is 0.970. (6) The reactants are CC1C=CC(S(O[CH2:12][CH:13]([C:15]2[C:24]3[C:19](=[CH:20][CH:21]=[C:22]([O:25][CH3:26])[N:23]=3)[N:18]=[CH:17][C:16]=2[F:27])[OH:14])(=O)=O)=CC=1.C(=O)([O-])[O-].[K+].[K+]. The catalyst is CO.O. The product is [F:27][C:16]1[C:15]([CH:13]2[CH2:12][O:14]2)=[C:24]2[C:19]([CH:20]=[CH:21][C:22]([O:25][CH3:26])=[N:23]2)=[N:18][CH:17]=1. The yield is 0.940.